Dataset: Full USPTO retrosynthesis dataset with 1.9M reactions from patents (1976-2016). Task: Predict the reactants needed to synthesize the given product. Given the product [Cl:2][C:3]1[CH:4]=[C:5]([NH:18][C:19]2[C:20]3[N:27]([C:39](=[O:40])[C:38]4[CH:42]=[CH:43][C:44]([O:45][CH3:46])=[C:36]([O:35][CH3:34])[CH:37]=4)[CH:26]=[CH:25][C:21]=3[N:22]=[CH:23][N:24]=2)[CH:6]=[CH:7][C:8]=1[O:9][CH2:10][C:11]1[CH:16]=[CH:15][CH:14]=[C:13]([F:17])[CH:12]=1, predict the reactants needed to synthesize it. The reactants are: Cl.[Cl:2][C:3]1[CH:4]=[C:5]([NH:18][C:19]2[C:20]3[NH:27][CH:26]=[CH:25][C:21]=3[N:22]=[CH:23][N:24]=2)[CH:6]=[CH:7][C:8]=1[O:9][CH2:10][C:11]1[CH:16]=[CH:15][CH:14]=[C:13]([F:17])[CH:12]=1.C(=O)([O-])[O-].[K+].[K+].[CH3:34][O:35][C:36]1[CH:37]=[C:38]([CH:42]=[CH:43][C:44]=1[O:45][CH3:46])[C:39](Cl)=[O:40].